This data is from Full USPTO retrosynthesis dataset with 1.9M reactions from patents (1976-2016). The task is: Predict the reactants needed to synthesize the given product. Given the product [CH2:2]([N:3]([CH2:8][C:9]([O-:11])=[O:10])[CH2:4][C:5]([OH:7])=[O:6])[CH2:1][N:12]([CH2:17][C:18]([O-:20])=[O:19])[CH2:13][C:14]([O-:16])=[O:15].[K+:22].[K+:22].[K+:22], predict the reactants needed to synthesize it. The reactants are: [CH2:1]([N:12]([CH2:17][C:18]([OH:20])=[O:19])[CH2:13][C:14]([OH:16])=[O:15])[CH2:2][N:3]([CH2:8][C:9]([OH:11])=[O:10])[CH2:4][C:5]([OH:7])=[O:6].[OH-].[K+:22].C(N(CC(O)=O)CC(O)=O)CN(CC(O)=O)CC(O)=O.[K].[K].[K].